This data is from Full USPTO retrosynthesis dataset with 1.9M reactions from patents (1976-2016). The task is: Predict the reactants needed to synthesize the given product. (1) Given the product [OH:21][C:14]1[CH:13]=[CH:12][C:11]([S:8]([N:1]2[CH2:6][CH2:5][O:4][CH2:3][CH2:2]2)(=[O:10])=[O:9])=[CH:20][C:15]=1[C:16]([O:18][CH3:19])=[O:17], predict the reactants needed to synthesize it. The reactants are: [NH:1]1[CH2:6][CH2:5][O:4][CH2:3][CH2:2]1.Cl[S:8]([C:11]1[CH:12]=[CH:13][C:14]([OH:21])=[C:15]([CH:20]=1)[C:16]([O:18][CH3:19])=[O:17])(=[O:10])=[O:9]. (2) Given the product [Cl:17][C:15]1[N:14]=[CH:13][N:12]=[C:11]([NH:9][C:5]2[CH:6]=[CH:7][CH:8]=[C:3]([NH:2][CH3:1])[N:4]=2)[CH:16]=1, predict the reactants needed to synthesize it. The reactants are: [CH3:1][NH:2][C:3]1[CH:8]=[CH:7][CH:6]=[C:5]([NH2:9])[N:4]=1.Cl[C:11]1[CH:16]=[C:15]([Cl:17])[N:14]=[CH:13][N:12]=1.CCN(C(C)C)C(C)C. (3) The reactants are: [NH:1]([C:3]1[N:8]=[CH:7][N:6]=[C:5]2[N:9]([C:12]3[CH:17]=[CH:16][CH:15]=[CH:14][CH:13]=3)[N:10]=[CH:11][C:4]=12)[NH2:2].[CH2:18]([N:20]([CH2:32][CH3:33])[CH2:21][CH2:22][O:23][C:24]1[CH:31]=[CH:30][C:27]([CH:28]=O)=[CH:26][CH:25]=1)[CH3:19]. Given the product [C:12]1([N:9]2[C:5]3=[N:6][CH:7]=[N:8][C:3]([NH:1][N:2]=[CH:28][C:27]4[CH:26]=[CH:25][C:24]([O:23][CH2:22][CH2:21][N:20]([CH2:18][CH3:19])[CH2:32][CH3:33])=[CH:31][CH:30]=4)=[C:4]3[CH:11]=[N:10]2)[CH:17]=[CH:16][CH:15]=[CH:14][CH:13]=1, predict the reactants needed to synthesize it. (4) Given the product [CH3:23][Si:22]([CH3:25])([CH3:24])[C:17]1[CH:16]=[C:15]([N:12]2[C:48]3[CH:49]=[CH:50][CH:51]=[CH:52][C:53]=3[C:6]3[C:11]2=[CH:10][CH:9]=[CH:8][CH:7]=3)[CH:20]=[C:19]([N:12]2[C:11]3[CH:10]=[CH:9][CH:8]=[CH:7][C:6]=3[C:5]3[C:13]2=[CH:1][CH:2]=[CH:3][CH:4]=3)[CH:18]=1, predict the reactants needed to synthesize it. The reactants are: [CH:1]1[C:13]2[NH:12][C:11]3[C:6](=[CH:7][CH:8]=[CH:9][CH:10]=3)[C:5]=2[CH:4]=[CH:3][CH:2]=1.Br[C:15]1[CH:16]=[C:17]([Si:22]([CH3:25])([CH3:24])[CH3:23])[CH:18]=[C:19](Br)[CH:20]=1.C(=O)([O-])[O-].[K+].[K+].C1OCCO[C:53]2[C:48](=[CH:49][CH:50]=[CH:51][CH:52]=2)OCCOCCO[C:53]2[C:48](=[CH:49][CH:50]=[CH:51][CH:52]=2)OC1. (5) Given the product [CH2:10]([O:13][C:8]1[CH:9]=[CH:2][CH:3]=[CH:4][C:5]=1[CH:6]=[O:7])[C:16]#[CH:17], predict the reactants needed to synthesize it. The reactants are: O[C:2]1[CH:9]=[CH:8][C:5]([CH:6]=[O:7])=[CH:4][CH:3]=1.[C:10](=[O:13])([O-])[O-].[K+].[K+].[CH2:16](Br)[C:17]#C. (6) Given the product [O:16]=[C:6]1[C:7]2[C:12](=[CH:11][CH:10]=[C:9]([NH:13][C:30]([C:28]3[N:29]=[C:25]([C:19]4[CH:24]=[CH:23][CH:22]=[CH:21][CH:20]=4)[O:26][C:27]=3[C:33]([F:35])([F:36])[F:34])=[O:31])[CH:8]=2)[N:4]([CH2:1][CH2:2][CH3:3])[NH:5]1, predict the reactants needed to synthesize it. The reactants are: [CH2:1]([N:4]1[C:12]2[C:7](=[CH:8][C:9]([N+:13]([O-])=O)=[CH:10][CH:11]=2)[C:6](=[O:16])[NH:5]1)[CH:2]=[CH2:3].[H][H].[C:19]1([C:25]2[O:26][C:27]([C:33]([F:36])([F:35])[F:34])=[C:28]([C:30](O)=[O:31])[N:29]=2)[CH:24]=[CH:23][CH:22]=[CH:21][CH:20]=1.C(N(CC)CC)C.ClC(OCC(C)C)=O. (7) The reactants are: [Br-].[C:2]([CH2:5][CH2:6][CH2:7][CH2:8][P+](C1C=CC=CC=1)(C1C=CC=CC=1)C1C=CC=CC=1)([OH:4])=[O:3].CC(C)([O-])C.[K+].[CH3:34][O:35][C:36]1[CH:45]=[CH:44][CH:43]=[C:42]2[C:37]=1[CH2:38][CH2:39][CH2:40][C:41]2=O.[Cl-].[NH4+]. Given the product [CH3:34][O:35][C:36]1[CH:45]=[CH:44][CH:43]=[C:42]2[C:37]=1[CH2:38][CH2:39][CH2:40][C:41]2=[CH:8][CH2:7][CH2:6][CH2:5][C:2]([OH:4])=[O:3], predict the reactants needed to synthesize it.